Dataset: Cav3 T-type calcium channel HTS with 100,875 compounds. Task: Binary Classification. Given a drug SMILES string, predict its activity (active/inactive) in a high-throughput screening assay against a specified biological target. (1) The compound is s1c2c(CCN(C2)C(OCc2ccccc2)=O)c(c1N)C#N. The result is 0 (inactive). (2) The compound is s1c(CNC(=O)Cn2nc3CCCCc3c2)ccc1. The result is 0 (inactive). (3) The drug is S(c1n(c(nn1)CNC(=O)COc1ccc(C(C)C)cc1)CC)CC(=O)Nc1c(F)cccc1. The result is 0 (inactive). (4) The drug is O=C(Nc1ccc(NC(=O)CC)nc1)Cc1ccccc1. The result is 0 (inactive). (5) The compound is FC(F)(F)c1cc(N(C(CC(C)C)C(=O)NCC2OCCC2)C(=O)Cn2nc(nn2)c2ccc(F)cc2)ccc1. The result is 0 (inactive). (6) The drug is Brc1c(nn(CC)c1)C(=O)Nc1ccc(cc1)C(OCC)=O. The result is 0 (inactive).